Dataset: Reaction yield outcomes from USPTO patents with 853,638 reactions. Task: Predict the reaction yield, written as a fraction of the theoretical maximum amount of product (1.0 means a 100% yield; for example, 0.34 means a 34% yield). (1) The reactants are [C:1]1(=[O:14])[C:6]2=[CH:7][C:8]3[CH2:9][CH2:10][CH2:11][CH2:12][C:13]=3[N:5]2[CH2:4][CH2:3][NH:2]1.[C:15]([O:18][CH2:19][C:20]1[C:25]([Br:26])=[CH:24][C:23]([F:27])=[CH:22][C:21]=1Br)(=[O:17])[CH3:16].CC1(C)C2C(=C(P(C3C=CC=CC=3)C3C=CC=CC=3)C=CC=2)OC2C(P(C3C=CC=CC=3)C3C=CC=CC=3)=CC=CC1=2.C([O-])([O-])=O.[Cs+].[Cs+]. The catalyst is C1C=CC(/C=C/C(/C=C/C2C=CC=CC=2)=O)=CC=1.C1C=CC(/C=C/C(/C=C/C2C=CC=CC=2)=O)=CC=1.C1C=CC(/C=C/C(/C=C/C2C=CC=CC=2)=O)=CC=1.[Pd].[Pd].O1CCOCC1. The product is [C:15]([O:18][CH2:19][C:20]1[C:21]([N:2]2[CH2:3][CH2:4][N:5]3[C:13]4[CH2:12][CH2:11][CH2:10][CH2:9][C:8]=4[CH:7]=[C:6]3[C:1]2=[O:14])=[CH:22][C:23]([F:27])=[CH:24][C:25]=1[Br:26])(=[O:17])[CH3:16]. The yield is 0.600. (2) The reactants are C(O[C:4](=[O:21])[CH2:5][C:6]([CH:8]1[CH2:13][CH2:12][N:11]([C:14]([O:16][C:17]([CH3:20])([CH3:19])[CH3:18])=[O:15])[CH2:10][CH2:9]1)=O)C.[Br:22][C:23]1[C:24]2[NH:31][N:30]=[C:29]([NH2:32])[C:25]=2[CH:26]=[N:27][CH:28]=1.P([O-])([O-])([O-])=O.[K+].[K+].[K+]. The catalyst is COCC(O)C.ClCCl.CO. The product is [Br:22][C:23]1[C:24]2=[N:31][N:30]3[C:6]([CH:8]4[CH2:9][CH2:10][N:11]([C:14]([O:16][C:17]([CH3:18])([CH3:19])[CH3:20])=[O:15])[CH2:12][CH2:13]4)=[CH:5][C:4](=[O:21])[NH:32][C:29]3=[C:25]2[CH:26]=[N:27][CH:28]=1. The yield is 0.120. (3) The reactants are CN(C(ON1N=NC2C=CC=CC1=2)=[N+](C)C)C.F[P-](F)(F)(F)(F)F.[O:25]1[CH2:29][CH2:28][O:27][CH:26]1[CH:30]1[CH2:35][CH2:34][NH:33][CH2:32][CH2:31]1.[CH3:36][C:37]1[CH:42]=[C:41]([C:43]([N:45]2[CH2:54][C:53]3[CH:52]=[N:51][N:50]([CH3:55])[C:49]=3[NH:48][C:47]3[CH:56]=[CH:57][CH:58]=[CH:59][C:46]2=3)=[O:44])[CH:40]=[CH:39][C:38]=1[CH2:60][CH2:61][C:62](O)=[O:63].CCN(C(C)C)C(C)C. The catalyst is ClCCl. The product is [O:25]1[CH2:29][CH2:28][O:27][CH:26]1[CH:30]1[CH2:35][CH2:34][N:33]([C:62](=[O:63])[CH2:61][CH2:60][C:38]2[CH:39]=[CH:40][C:41]([C:43]([N:45]3[CH2:54][C:53]4[CH:52]=[N:51][N:50]([CH3:55])[C:49]=4[NH:48][C:47]4[CH:56]=[CH:57][CH:58]=[CH:59][C:46]3=4)=[O:44])=[CH:42][C:37]=2[CH3:36])[CH2:32][CH2:31]1. The yield is 0.830.